From a dataset of Full USPTO retrosynthesis dataset with 1.9M reactions from patents (1976-2016). Predict the reactants needed to synthesize the given product. (1) Given the product [CH3:11][O:10][C:8]([C:5]1[CH:4]=[N:3][C:2]([O:1][S:13]([CH3:12])(=[O:15])=[O:14])=[CH:7][N:6]=1)=[O:9], predict the reactants needed to synthesize it. The reactants are: [OH:1][C:2]1[N:3]=[CH:4][C:5]([C:8]([O:10][CH3:11])=[O:9])=[N:6][CH:7]=1.[CH3:12][S:13](Cl)(=[O:15])=[O:14].CCN(CC)CC.C([O-])([O-])=O.[Na+].[Na+]. (2) Given the product [F:8][C:9]1[CH:14]=[CH:13][C:12]2[N:15]=[CH:16][N:23]([C:24]3[N:29]=[C:28]4[C:27]([N:37]=[CH:1][N:30]4[CH:31]4[CH2:36][CH2:35][O:34][CH2:33][CH2:32]4)=[CH:26][N:25]=3)[C:11]=2[CH:10]=1, predict the reactants needed to synthesize it. The reactants are: [C:1](O)(C(F)(F)F)=O.[F:8][C:9]1[CH:14]=[CH:13][C:12]([NH:15][C:16](=O)OC(C)(C)C)=[C:11]([NH:23][C:24]2[N:29]=[C:28]([NH:30][CH:31]3[CH2:36][CH2:35][O:34][CH2:33][CH2:32]3)[C:27]([N+:37]([O-])=O)=[CH:26][N:25]=2)[CH:10]=1. (3) Given the product [CH3:1][N:2]1[CH:30]=[C:5]2[C:6]([O:21][C@@H:22]([C@H:24]3[CH2:28][NH:27][C:26](=[O:29])[CH2:25]3)[CH3:23])=[N:7][C:8]([C:10]3[CH:11]=[N:12][N:13]([CH:15]4[CH2:16][CH2:17][N:18]([CH3:31])[CH2:19][CH2:20]4)[CH:14]=3)=[CH:9][C:4]2=[N:3]1, predict the reactants needed to synthesize it. The reactants are: [CH3:1][N:2]1[CH:30]=[C:5]2[C:6]([O:21][C@@H:22]([C@H:24]3[CH2:28][NH:27][C:26](=[O:29])[CH2:25]3)[CH3:23])=[N:7][C:8]([C:10]3[CH:11]=[N:12][N:13]([CH:15]4[CH2:20][CH2:19][NH:18][CH2:17][CH2:16]4)[CH:14]=3)=[CH:9][C:4]2=[N:3]1.[C:31]([O-])(=O)C.[Na+].C=O.C(O[BH-](OC(=O)C)OC(=O)C)(=O)C.[Na+]. (4) Given the product [CH2:32]([C:24]1[O:25][C:26]2[CH:31]=[CH:30][CH:29]=[CH:28][C:27]=2[C:23]=1[C:21]([NH:20][C:17]1[CH:16]=[CH:15][C:14]([C:11]2[CH:12]=[CH:13][C:8]([O:7][CH2:6][C:5]([OH:36])=[O:4])=[CH:9][CH:10]=2)=[CH:19][CH:18]=1)=[O:22])[CH2:33][CH2:34][CH3:35], predict the reactants needed to synthesize it. The reactants are: [OH-].[Na+].C[O:4][C:5](=[O:36])[CH2:6][O:7][C:8]1[CH:13]=[CH:12][C:11]([C:14]2[CH:19]=[CH:18][C:17]([NH:20][C:21]([C:23]3[C:27]4[CH:28]=[CH:29][CH:30]=[CH:31][C:26]=4[O:25][C:24]=3[CH2:32][CH2:33][CH2:34][CH3:35])=[O:22])=[CH:16][CH:15]=2)=[CH:10][CH:9]=1.O.Cl. (5) Given the product [F:33][C:21]1[CH:20]=[CH:19][C:18]([CH2:17][N:11]([N:12]2[CH:13]=[N:14][N:15]=[CH:16]2)[C:8]2[CH:7]=[CH:6][C:5]([C:3]#[N:4])=[CH:10][CH:9]=2)=[CH:23][C:22]=1[OH:24], predict the reactants needed to synthesize it. The reactants are: [OH-].[Na+].[C:3]([C:5]1[CH:10]=[CH:9][C:8]([N:11]([CH2:17][C:18]2[CH:19]=[CH:20][C:21]([F:33])=[C:22]([O:24]C(=O)C3C=CC=CC=3)[CH:23]=2)[N:12]2[CH:16]=[N:15][N:14]=[CH:13]2)=[CH:7][CH:6]=1)#[N:4]. (6) Given the product [F:1][C:2]1[CH:7]=[CH:6][C:5]([CH2:8][CH2:9][NH:10][CH2:22][CH:19]2[CH2:20][CH2:21][O:17][CH2:18]2)=[CH:4][C:3]=1[O:11][CH2:12][C:13]([F:15])([F:14])[F:16], predict the reactants needed to synthesize it. The reactants are: [F:1][C:2]1[CH:7]=[CH:6][C:5]([CH2:8][CH2:9][NH2:10])=[CH:4][C:3]=1[O:11][CH2:12][C:13]([F:16])([F:15])[F:14].[O:17]1[CH2:21][CH2:20][CH:19]([CH:22]=O)[CH2:18]1.[BH-](OC(C)=O)(OC(C)=O)OC(C)=O.[Na+].C([O-])(O)=O.[Na+].